This data is from Forward reaction prediction with 1.9M reactions from USPTO patents (1976-2016). The task is: Predict the product of the given reaction. (1) Given the reactants [Cl:1][C:2]1[CH:3]=[C:4]([C:9]2[N:10]=[C:11]([C:14]([O:16][CH2:17][CH3:18])=[O:15])[S:12][CH:13]=2)[CH:5]=[CH:6][C:7]=1[F:8].[Br:19]N1C(=O)CCC1=O, predict the reaction product. The product is: [Br:19][C:13]1[S:12][C:11]([C:14]([O:16][CH2:17][CH3:18])=[O:15])=[N:10][C:9]=1[C:4]1[CH:5]=[CH:6][C:7]([F:8])=[C:2]([Cl:1])[CH:3]=1. (2) The product is: [F:1][C:2]1[CH:3]=[C:4]([N:14]2[CH2:18][C@H:17]([CH2:19][NH:20][C:26](=[O:27])[CH2:25][CH2:24][C:23](=[O:22])[C:29]3[S:30][CH:31]=[CH:32][CH:33]=3)[O:16][C:15]2=[O:21])[CH:5]=[CH:6][C:7]=1[N:8]1[CH2:9][CH2:10][O:11][CH2:12][CH2:13]1. Given the reactants [F:1][C:2]1[CH:3]=[C:4]([N:14]2[CH2:18][C@H:17]([CH2:19][NH2:20])[O:16][C:15]2=[O:21])[CH:5]=[CH:6][C:7]=1[N:8]1[CH2:13][CH2:12][O:11][CH2:10][CH2:9]1.[O:22]=[C:23]([C:29]1[S:30][CH:31]=[CH:32][CH:33]=1)[CH2:24][CH2:25][C:26](O)=[O:27].C1C=CC2N(O)N=NC=2C=1.Cl.CN(C)CCCN=C=NCC, predict the reaction product.